From a dataset of NCI-60 drug combinations with 297,098 pairs across 59 cell lines. Regression. Given two drug SMILES strings and cell line genomic features, predict the synergy score measuring deviation from expected non-interaction effect. Drug 1: C1=CC=C(C=C1)NC(=O)CCCCCCC(=O)NO. Drug 2: CN1C2=C(C=C(C=C2)N(CCCl)CCCl)N=C1CCCC(=O)O.Cl. Cell line: LOX IMVI. Synergy scores: CSS=2.75, Synergy_ZIP=-7.17, Synergy_Bliss=-3.35, Synergy_Loewe=-25.0, Synergy_HSA=-4.63.